This data is from Reaction yield outcomes from USPTO patents with 853,638 reactions. The task is: Predict the reaction yield, written as a fraction of the theoretical maximum amount of product (1.0 means a 100% yield; for example, 0.34 means a 34% yield). (1) The reactants are [CH2:1]([CH:8]1[NH:12][C:11](=[O:13])[N:10]([C:14]2[CH:15]=[N:16][N:17]([CH2:19][C:20]3[C:21]([CH3:26])=[N:22][O:23][C:24]=3[CH3:25])[CH:18]=2)[C:9]1=[O:27])[C:2]1[CH:7]=[CH:6][CH:5]=[CH:4][CH:3]=1.I[CH3:29]. No catalyst specified. The product is [CH2:1]([CH:8]1[N:12]([CH3:29])[C:11](=[O:13])[N:10]([C:14]2[CH:15]=[N:16][N:17]([CH2:19][C:20]3[C:21]([CH3:26])=[N:22][O:23][C:24]=3[CH3:25])[CH:18]=2)[C:9]1=[O:27])[C:2]1[CH:3]=[CH:4][CH:5]=[CH:6][CH:7]=1. The yield is 0.950. (2) The yield is 0.610. The catalyst is ClCCl. The reactants are [C:1]([O:5][C:6](=[O:13])[NH:7][CH:8]1[CH2:11][C:10](=[CH2:12])[CH2:9]1)([CH3:4])([CH3:3])[CH3:2].ClC1C=CC=C(C(OO)=[O:22])C=1. The product is [C:1]([O:5][C:6](=[O:13])[NH:7][CH:8]1[CH2:9][C:10]2([O:22][CH2:12]2)[CH2:11]1)([CH3:4])([CH3:3])[CH3:2]. (3) The reactants are Cl.Cl.[Br:3][C:4]1[C:5]([O:22][C:23]2[CH:24]=[C:25]([CH:34]=[CH:35][C:36]=2[Cl:37])[C:26]([NH:28][CH2:29][CH2:30][N:31]([CH3:33])[CH3:32])=[O:27])=[CH:6][C:7]([NH:10][C:11]2[S:15][N:14]=[C:13]([CH:16]3[CH2:21][CH2:20][NH:19][CH2:18][CH2:17]3)[N:12]=2)=[N:8][CH:9]=1.CCN(C(C)C)C(C)C.[C:47](Cl)(=[O:49])[CH3:48]. The catalyst is CN(C=O)C. The product is [C:47]([N:19]1[CH2:20][CH2:21][CH:16]([C:13]2[N:12]=[C:11]([NH:10][C:7]3[CH:6]=[C:5]([O:22][C:23]4[CH:24]=[C:25]([CH:34]=[CH:35][C:36]=4[Cl:37])[C:26]([NH:28][CH2:29][CH2:30][N:31]([CH3:33])[CH3:32])=[O:27])[C:4]([Br:3])=[CH:9][N:8]=3)[S:15][N:14]=2)[CH2:17][CH2:18]1)(=[O:49])[CH3:48]. The yield is 0.0600.